Dataset: Reaction yield outcomes from USPTO patents with 853,638 reactions. Task: Predict the reaction yield, written as a fraction of the theoretical maximum amount of product (1.0 means a 100% yield; for example, 0.34 means a 34% yield). (1) The reactants are [CH3:1][C:2]1[CH:7]=[CH:6][C:5]([NH:8]C(OCC2C=CC=CC=2)=O)=[CH:4][C:3]=1[CH:19]1[CH2:24][CH2:23][N:22]([CH2:25][C:26]2[CH:31]=[CH:30][C:29]([O:32][C:33]3[CH:38]=[C:37]([F:39])[C:36]([F:40])=[CH:35][C:34]=3[F:41])=[CH:28][CH:27]=2)[CH2:21][CH2:20]1. The catalyst is C(O)C.[Pd]. The product is [CH3:1][C:2]1[CH:7]=[CH:6][C:5]([NH2:8])=[CH:4][C:3]=1[CH:19]1[CH2:20][CH2:21][N:22]([CH2:25][C:26]2[CH:27]=[CH:28][C:29]([O:32][C:33]3[CH:38]=[C:37]([F:39])[C:36]([F:40])=[CH:35][C:34]=3[F:41])=[CH:30][CH:31]=2)[CH2:23][CH2:24]1. The yield is 1.00. (2) The reactants are [ClH:1].[NH2:2][CH:3]([C:8]([OH:10])=[O:9])[CH2:4][N:5]([CH3:7])[CH3:6].[CH3:11]O. No catalyst specified. The product is [ClH:1].[CH3:11][O:9][C:8](=[O:10])[CH:3]([CH2:4][N:5]([CH3:7])[CH3:6])[NH2:2]. The yield is 1.00. (3) The product is [Br:1][C:2]1[CH:10]=[CH:9][C:8]([F:11])=[CH:7][C:3]=1[CH2:4][CH2:5][Cl:19]. The yield is 0.840. The reactants are [Br:1][C:2]1[CH:10]=[CH:9][C:8]([F:11])=[CH:7][C:3]=1[CH2:4][CH2:5]O.CN(C)C=O.S(Cl)([Cl:19])=O. No catalyst specified. (4) The product is [CH3:1][C:2]1[CH:6]=[C:5]([NH:7][C:8]2[N:16]=[CH:15][CH:14]=[CH:13][C:9]=2[C:10]([NH2:25])=[O:11])[N:4]([C:17]2[CH:22]=[CH:21][CH:20]=[CH:19][CH:18]=2)[N:3]=1. The reactants are [CH3:1][C:2]1[CH:6]=[C:5]([NH:7][C:8]2[N:16]=[CH:15][CH:14]=[CH:13][C:9]=2[C:10](O)=[O:11])[N:4]([C:17]2[CH:22]=[CH:21][CH:20]=[CH:19][CH:18]=2)[N:3]=1.CC[N:25]=C=NCCCN(C)C.C1C=NC2N(O)N=NC=2C=1.C(N(CC)CC)C.N. The yield is 0.550. The catalyst is ClCCl.CO. (5) The product is [CH:18]1([C:2]2[CH:15]=[CH:14][CH:13]=[C:12]([F:16])[C:3]=2[O:4][Si:5]([C:8]([CH3:11])([CH3:10])[CH3:9])([CH3:7])[CH3:6])[CH2:21][CH2:20][CH2:19]1. The yield is 0.980. The catalyst is CC(C)([P](C(C)(C)C)([Pd][P](C(C)(C)C)(C(C)(C)C)C(C)(C)C)C(C)(C)C)C.C1COCC1. The reactants are Br[C:2]1[CH:15]=[CH:14][CH:13]=[C:12]([F:16])[C:3]=1[O:4][Si:5]([C:8]([CH3:11])([CH3:10])[CH3:9])([CH3:7])[CH3:6].[Br-].[CH:18]1([Zn+])[CH2:21][CH2:20][CH2:19]1. (6) The reactants are [OH:1][C:2]1[N:7]=[CH:6][C:5]([NH:8][C:9]([CH3:13])([CH3:12])[C:10]#[N:11])=[CH:4][CH:3]=1.N[C:15]1[CH:22]=[CH:21][C:18]([C:19]#[N:20])=[C:17]([C:23]([F:26])([F:25])[F:24])[CH:16]=1.[C:27](Cl)(Cl)=[S:28].Cl.CN(C)C(=[O:36])C. The catalyst is CO. The product is [OH:1][C:2]1[N:7]=[CH:6][C:5]([N:8]2[C:9]([CH3:13])([CH3:12])[C:10](=[O:36])[N:11]([C:15]3[CH:22]=[CH:21][C:18]([C:19]#[N:20])=[C:17]([C:23]([F:26])([F:25])[F:24])[CH:16]=3)[C:27]2=[S:28])=[CH:4][CH:3]=1. The yield is 0.519. (7) The reactants are [CH3:1][C@@H:2]1[CH2:4][C@H:3]1[C:5]([NH:7][C:8]1[CH:15]=[CH:14][C:11]([C:12]#[N:13])=[CH:10][CH:9]=1)=[O:6].[C:16](O[C:16]([O:18][C:19]([CH3:22])([CH3:21])[CH3:20])=[O:17])([O:18][C:19]([CH3:22])([CH3:21])[CH3:20])=[O:17]. The catalyst is C1COCC1.C(O)(C)C.C1COCC1.[Pd]. The product is [C:19]([O:18][C:16]([NH:13][CH2:12][C:11]1[CH:10]=[CH:9][C:8]([NH:7][C:5]([C@@H:3]2[CH2:4][C@H:2]2[CH3:1])=[O:6])=[CH:15][CH:14]=1)=[O:17])([CH3:22])([CH3:21])[CH3:20]. The yield is 0.540. (8) The reactants are [C:1](C(CCCCCCCCCN)C(O)=O)([O:3][CH2:4][CH:5]1[C:17]2[C:12](=[CH:13][CH:14]=[CH:15][CH:16]=2)[C:11]2[C:6]1=[CH:7][CH:8]=[CH:9][CH:10]=2)=[O:2].[OH:32][C:33]1[C:41]2N=NN[C:37]=2[CH:36]=[CH:35][CH:34]=1.Cl.CN(C)[CH2:45][CH2:46][CH2:47][N:48]=C=NCC.[NH2:54][CH2:55][CH2:56][CH:57]([O:61][CH2:62][CH3:63])[O:58][CH2:59][CH3:60].[CH:64](N(CC)C(C)C)(C)[CH3:65]. The catalyst is O1CCCC1. The product is [CH2:59]([O:58][CH:57]([O:61][CH2:62][CH3:63])[CH2:56][CH2:55][NH:54][C:33](=[O:32])[CH2:41][CH2:37][CH2:36][CH2:35][CH2:34][CH2:64][CH2:65][CH2:45][CH2:46][CH2:47][NH:48][C:1](=[O:2])[O:3][CH2:4][CH:5]1[C:6]2[CH:7]=[CH:8][CH:9]=[CH:10][C:11]=2[C:12]2[C:17]1=[CH:16][CH:15]=[CH:14][CH:13]=2)[CH3:60]. The yield is 0.230. (9) The reactants are [Cl:1][C:2]1[C:3]2[CH2:10][C:9](=[O:11])[NH:8][C:4]=2[N:5]=[CH:6][N:7]=1.C[Si](C)(C)[N-][Si](C)(C)C.[Li+].[CH2:22](I)[CH3:23]. The catalyst is C1COCC1. The product is [Cl:1][C:2]1[C:3]2[CH:10]([CH2:22][CH3:23])[C:9](=[O:11])[NH:8][C:4]=2[N:5]=[CH:6][N:7]=1. The yield is 0.414.